This data is from Reaction yield outcomes from USPTO patents with 853,638 reactions. The task is: Predict the reaction yield, written as a fraction of the theoretical maximum amount of product (1.0 means a 100% yield; for example, 0.34 means a 34% yield). (1) The reactants are [C:1]([O:5][C:6]([N:8]1[CH2:13][CH2:12][CH:11]([C:14]2[CH:22]=[CH:21][CH:20]=[C:19]3[C:15]=2[CH:16]=[CH:17][NH:18]3)[CH2:10][CH2:9]1)=[O:7])([CH3:4])([CH3:3])[CH3:2].[C:23](O[C:23]([O:25][C:26]([CH3:29])([CH3:28])[CH3:27])=[O:24])([O:25][C:26]([CH3:29])([CH3:28])[CH3:27])=[O:24]. The catalyst is C1COCC1.CN(C1C=CN=CC=1)C. The product is [C:26]([O:25][C:23]([N:18]1[C:19]2[C:15](=[C:14]([CH:11]3[CH2:10][CH2:9][N:8]([C:6]([O:5][C:1]([CH3:4])([CH3:2])[CH3:3])=[O:7])[CH2:13][CH2:12]3)[CH:22]=[CH:21][CH:20]=2)[CH:16]=[CH:17]1)=[O:24])([CH3:29])([CH3:28])[CH3:27]. The yield is 0.540. (2) The yield is 0.830. The reactants are [C:1]([O:5][C:6](=[O:43])[CH2:7][C@H:8]([NH:16][S:17]([C:20]1[CH:25]=[CH:24][C:23]([NH:26][C:27](=[O:34])[CH2:28][CH2:29][CH2:30][N:31]([CH3:33])[CH3:32])=[CH:22][C:21]=1[O:35]CC1C=CC=CC=1)(=[O:19])=[O:18])[CH:9]([O:13][CH2:14][CH3:15])[O:10][CH2:11][CH3:12])([CH3:4])([CH3:3])[CH3:2].CCO. The catalyst is [Pd].C1COCC1.CCO. The product is [C:1]([O:5][C:6](=[O:43])[CH2:7][C@H:8]([NH:16][S:17]([C:20]1[CH:25]=[CH:24][C:23]([NH:26][C:27](=[O:34])[CH2:28][CH2:29][CH2:30][N:31]([CH3:33])[CH3:32])=[CH:22][C:21]=1[OH:35])(=[O:19])=[O:18])[CH:9]([O:10][CH2:11][CH3:12])[O:13][CH2:14][CH3:15])([CH3:2])([CH3:4])[CH3:3]. (3) The reactants are Cl.[NH2:2][C:3]1[C:4]([C:13]([NH:15][C@@H:16]([CH:21]2[CH2:26][CH2:25][CH2:24][CH2:23][CH2:22]2)[C:17]([O:19][CH3:20])=[O:18])=[O:14])=[CH:5][C:6]2[C:11]([CH:12]=1)=[CH:10][CH:9]=[CH:8][CH:7]=2.[N:27]([C:30]1[C:35]([CH3:36])=[CH:34][C:33]([O:37][CH2:38][CH2:39][CH3:40])=[CH:32][C:31]=1[CH3:41])=[C:28]=[O:29].CCCCCC.C(OCC)(=O)C. The catalyst is N1C=CC=CC=1. The product is [CH:21]1([C@H:16]([NH:15][C:13]([C:4]2[C:3]([NH:2][C:28]([NH:27][C:30]3[C:31]([CH3:41])=[CH:32][C:33]([O:37][CH2:38][CH2:39][CH3:40])=[CH:34][C:35]=3[CH3:36])=[O:29])=[CH:12][C:11]3[C:6](=[CH:7][CH:8]=[CH:9][CH:10]=3)[CH:5]=2)=[O:14])[C:17]([O:19][CH3:20])=[O:18])[CH2:26][CH2:25][CH2:24][CH2:23][CH2:22]1. The yield is 0.470. (4) The catalyst is CN(C)C=O.O. The reactants are [CH3:1][O:2][C:3]1[N:8]=[C:7]([C:9]2[CH:10]=[C:11]([CH:15]=[CH:16][CH:17]=2)[C:12]([OH:14])=O)[CH:6]=[C:5]([NH:18][CH2:19][CH2:20][C:21]2[CH:26]=[CH:25][C:24]([O:27][CH3:28])=[CH:23][CH:22]=2)[N:4]=1.C(N(C(C)C)CC)(C)C.CN(C(ON1N=NC2C=CC=CC1=2)=[N+](C)C)C.[B-](F)(F)(F)F.[C:60](=[N:63]O)([NH2:62])[CH3:61]. The product is [NH:62]=[C:60]([NH:63][C:12](=[O:14])[C:11]1[CH:15]=[CH:16][CH:17]=[C:9]([C:7]2[CH:6]=[C:5]([NH:18][CH2:19][CH2:20][C:21]3[CH:26]=[CH:25][C:24]([O:27][CH3:28])=[CH:23][CH:22]=3)[N:4]=[C:3]([O:2][CH3:1])[N:8]=2)[CH:10]=1)[CH3:61]. The yield is 0.690. (5) The reactants are [C:1]([O:5][C:6](=[O:22])[NH:7][C:8]1[CH:13]=[CH:12][CH:11]=[C:10]([C:14]2[CH:19]=[CH:18][C:17]([CH2:20][NH2:21])=[CH:16][CH:15]=2)[N:9]=1)([CH3:4])([CH3:3])[CH3:2].CCN(CC)CC.[CH3:30][S:31](Cl)(=[O:33])=[O:32]. The catalyst is ClCCl. The product is [C:1]([O:5][C:6](=[O:22])[NH:7][C:8]1[CH:13]=[CH:12][CH:11]=[C:10]([C:14]2[CH:15]=[CH:16][C:17]([CH2:20][NH:21][S:31]([CH3:30])(=[O:33])=[O:32])=[CH:18][CH:19]=2)[N:9]=1)([CH3:4])([CH3:2])[CH3:3]. The yield is 0.440.